Dataset: Full USPTO retrosynthesis dataset with 1.9M reactions from patents (1976-2016). Task: Predict the reactants needed to synthesize the given product. (1) Given the product [CH2:7]([N:6]([CH2:1][CH2:2][CH2:3][CH2:4][CH3:5])[C:16](=[O:18])[C:15]1[CH:19]=[C:20]([CH:23]=[O:24])[CH:21]=[CH:22][C:14]=1[O:13][CH3:12])[CH2:8][CH2:9][CH2:10][CH3:11], predict the reactants needed to synthesize it. The reactants are: [CH2:1]([NH:6][CH2:7][CH2:8][CH2:9][CH2:10][CH3:11])[CH2:2][CH2:3][CH2:4][CH3:5].[CH3:12][O:13][C:14]1[CH:22]=[CH:21][C:20]([CH:23]=[O:24])=[CH:19][C:15]=1[C:16]([OH:18])=O.ON1C2N=CC=CC=2N=N1.CN1CCOCC1.Cl.CN(C)CCCN=C=NCC. (2) Given the product [NH:1]1[CH:5]=[CH:4][N:3]=[C:2]1[C:6]1[CH:7]=[CH:8][C:9]([CH3:29])=[C:10]([NH:12][C:13](=[O:14])[C:15]2[CH:20]=[CH:19][C:18]([NH2:21])=[CH:17][CH:16]=2)[CH:11]=1, predict the reactants needed to synthesize it. The reactants are: [NH:1]1[CH:5]=[CH:4][N:3]=[C:2]1[C:6]1[CH:7]=[CH:8][C:9]([CH3:29])=[C:10]([NH:12][C:13]([C:15]2[CH:20]=[CH:19][C:18]([NH:21]C(=O)OC(C)(C)C)=[CH:17][CH:16]=2)=[O:14])[CH:11]=1.O1CCOCC1.